From a dataset of Forward reaction prediction with 1.9M reactions from USPTO patents (1976-2016). Predict the product of the given reaction. (1) Given the reactants [N:1]1[CH:6]=[CH:5][CH:4]=[CH:3][C:2]=1[NH:7][C:8](=O)[O:9]C1C=CC=CC=1.[Cl:17][C:18]1[CH:19]=[C:20]([C:24]2[CH:25]=[CH:26][C:27]3[N:33]4[CH2:34][C@H:30]([CH2:31][CH2:32]4)[NH:29][C:28]=3[N:35]=2)[CH:21]=[CH:22][CH:23]=1, predict the reaction product. The product is: [Cl:17][C:18]1[CH:19]=[C:20]([C:24]2[CH:25]=[CH:26][C:27]3[N:33]4[CH2:34][C@H:30]([CH2:31][CH2:32]4)[N:29]([C:8]([NH:7][C:2]4[CH:3]=[CH:4][CH:5]=[CH:6][N:1]=4)=[O:9])[C:28]=3[N:35]=2)[CH:21]=[CH:22][CH:23]=1. (2) The product is: [CH2:27]([N:23]1[C:24]2[C:20](=[CH:19][C:18]([C:14]3[NH:13][C:12]4[N:11]([N:10]=[C:9]([CH3:29])[C:8]=4[C:6]4[O:7][N:2]=[C:3]([CH3:4])[N:5]=4)[C:16](=[O:17])[CH:15]=3)=[CH:26][CH:25]=2)[CH:21]=[N:22]1)[CH3:28]. Given the reactants C[N:2](C)/[C:3](=[N:5]/[C:6]([C:8]1[C:9]([CH3:29])=[N:10][N:11]2[C:16](=[O:17])[CH:15]=[C:14]([C:18]3[CH:19]=[C:20]4[C:24](=[CH:25][CH:26]=3)[N:23]([CH2:27][CH3:28])[N:22]=[CH:21]4)[NH:13][C:12]=12)=[O:7])/[CH3:4].NO.Cl.[OH-].[Na+], predict the reaction product. (3) Given the reactants [CH3:1][C:2]1[CH:3]=[CH:4][C:5]([C:8]2[CH:9]=[C:10]([CH:15]=[C:16]([C:18]3[N:22]([CH3:23])[N:21]=[N:20][CH:19]=3)[CH:17]=2)[C:11]([O:13]C)=[O:12])=[N:6][CH:7]=1.[OH-].[Na+].O.Cl, predict the reaction product. The product is: [CH3:1][C:2]1[CH:3]=[CH:4][C:5]([C:8]2[CH:9]=[C:10]([CH:15]=[C:16]([C:18]3[N:22]([CH3:23])[N:21]=[N:20][CH:19]=3)[CH:17]=2)[C:11]([OH:13])=[O:12])=[N:6][CH:7]=1. (4) Given the reactants [C:1]([C:3]1[CH:44]=[CH:43][C:6]2[N:7](COCC[Si](C)(C)C)[C:8]([C:10]([C:16]3[C:24]([O:25][CH3:26])=[CH:23][C:22]([CH3:27])=[C:21]4[C:17]=3[CH:18]=[CH:19][N:20]4[C:28]([O:30][C:31]([CH3:34])([CH3:33])[CH3:32])=[O:29])(O)[C:11]([F:14])([F:13])[F:12])=[N:9][C:5]=2[CH:4]=1)#[N:2].[C:45](C1C=CC2N=C(C(C3C(OC)=CC(C)=C4C=3C=CN4C(OC(C)(C)C)=O)(O)C(F)(F)F)N(COCC[Si](C)(C)C)C=2C=1)#[N:46].Cl.CO.S(Cl)(Cl)=O.CCO, predict the reaction product. The product is: [C:1]([C:3]1[CH:44]=[CH:43][C:6]2[NH:7][C:8]([C:10]([C:16]3[C:24]([O:25][CH3:26])=[CH:23][C:22]([CH3:27])=[C:21]4[C:17]=3[CH:18]=[CH:19][N:20]4[C:28]([O:30][C:31]([CH3:34])([CH3:32])[CH3:33])=[O:29])([NH:46][CH3:45])[C:11]([F:14])([F:12])[F:13])=[N:9][C:5]=2[CH:4]=1)#[N:2]. (5) Given the reactants [Br:1][CH2:2][CH2:3][CH2:4][C:5]([OH:7])=O.CN1CCOCC1.ClC(OCC(C)C)=O.[NH2:23][C:24]1[S:25][C:26]([C:30]([NH:32][CH2:33][C:34]2[CH:39]=[CH:38][CH:37]=[CH:36][CH:35]=2)=[O:31])=[C:27]([CH3:29])[N:28]=1, predict the reaction product. The product is: [CH2:33]([NH:32][C:30]([C:26]1[S:25][C:24]([NH:23][C:5](=[O:7])[CH2:4][CH2:3][CH2:2][Br:1])=[N:28][C:27]=1[CH3:29])=[O:31])[C:34]1[CH:39]=[CH:38][CH:37]=[CH:36][CH:35]=1. (6) Given the reactants [OH:1][C@H:2]1[CH2:6][NH:5][C@H:4]([C:7]([OH:9])=[O:8])[CH2:3]1.S(Cl)(Cl)=O.[CH3:14]O, predict the reaction product. The product is: [OH:1][C@H:2]1[CH2:6][NH:5][C@H:4]([C:7]([O:9][CH3:14])=[O:8])[CH2:3]1.